From a dataset of Forward reaction prediction with 1.9M reactions from USPTO patents (1976-2016). Predict the product of the given reaction. (1) Given the reactants C1(C(C2C=CC=CC=2)(C2C=CC=CC=2)[N:8]2[C:12]3[CH2:13][CH2:14][CH:15]([CH2:17][O:18][CH2:19][C:20]4[CH:21]=[C:22]([CH:25]=[CH:26][CH:27]=4)[C:23]#[N:24])[CH2:16][C:11]=3[N:10]=[CH:9]2)C=CC=CC=1.C1(C(C2C=CC=CC=2)(C2C=CC=CC=2)N2C3CC(COCC4C=C(C=CC=4)C#N)CCC=3N=C2)C=CC=CC=1, predict the reaction product. The product is: [NH:8]1[C:12]2[CH2:13][CH2:14][CH:15]([CH2:17][O:18][CH2:19][C:20]3[CH:21]=[C:22]([CH:25]=[CH:26][CH:27]=3)[C:23]#[N:24])[CH2:16][C:11]=2[N:10]=[CH:9]1. (2) Given the reactants [F:1][C:2]1[CH:3]=[C:4]([CH:28]=[C:29]([NH:31][CH2:32][C:33]2[CH:38]=[CH:37][C:36]([O:39][CH3:40])=[CH:35][CH:34]=2)[CH:30]=1)[CH2:5][N:6]1[C:11]([C:12]([C:14]2[CH:15]=[C:16]([CH:19]=[C:20]([CH3:22])[CH:21]=2)[C:17]#[N:18])=[O:13])=[C:10]([CH:23]([CH3:25])[CH3:24])[C:9](=[O:26])[NH:8][C:7]1=[O:27].C(N(CC)CC)C.[F:48][C:49]([F:60])([F:59])[C:50](O[C:50](=[O:51])[C:49]([F:60])([F:59])[F:48])=[O:51].O, predict the reaction product. The product is: [C:17]([C:16]1[CH:15]=[C:14]([CH:21]=[C:20]([CH3:22])[CH:19]=1)[C:12]([C:11]1[N:6]([CH2:5][C:4]2[CH:28]=[C:29]([N:31]([CH2:32][C:33]3[CH:34]=[CH:35][C:36]([O:39][CH3:40])=[CH:37][CH:38]=3)[C:50](=[O:51])[C:49]([F:60])([F:59])[F:48])[CH:30]=[C:2]([F:1])[CH:3]=2)[C:7](=[O:27])[NH:8][C:9](=[O:26])[C:10]=1[CH:23]([CH3:25])[CH3:24])=[O:13])#[N:18]. (3) Given the reactants [Cl:1][C:2]1[CH:7]=[CH:6][CH:5]=[C:4]([CH3:8])[N:3]=1.C1C(=O)N([Br:16])C(=O)C1.C(OOC(=O)C1C=CC=CC=1)(=O)C1C=CC=CC=1, predict the reaction product. The product is: [Br:16][CH2:8][C:4]1[CH:5]=[CH:6][CH:7]=[C:2]([Cl:1])[N:3]=1. (4) Given the reactants Br[C:2]1[CH:7]=[CH:6][C:5]([C:8]2[O:9][C:10]([CH3:20])=[C:11]([CH2:13][CH2:14][N:15]3[CH2:19][CH2:18][CH2:17][CH2:16]3)[N:12]=2)=[CH:4][CH:3]=1.[CH3:21][S:22]([C:25]1[CH:30]=[CH:29][C:28](B(O)O)=[CH:27][CH:26]=1)(=[O:24])=[O:23], predict the reaction product. The product is: [CH3:21][S:22]([C:25]1[CH:30]=[CH:29][C:28]([C:2]2[CH:7]=[CH:6][C:5]([C:8]3[O:9][C:10]([CH3:20])=[C:11]([CH2:13][CH2:14][N:15]4[CH2:19][CH2:18][CH2:17][CH2:16]4)[N:12]=3)=[CH:4][CH:3]=2)=[CH:27][CH:26]=1)(=[O:24])=[O:23]. (5) Given the reactants [Cl:1][C:2]1[C:10]2[N:6]([C:7]([CH2:14][CH2:15][O:16][CH3:17])=[CH:8][C:9]=2[C:11]([OH:13])=O)[CH:5]=[CH:4][CH:3]=1.C1C=CC2N(O)N=NC=2C=1.CCN=C=NCCCN(C)C.CCN(C(C)C)C(C)C.[NH2:48][CH2:49][C:50]1([OH:58])[CH2:55][CH2:54][CH2:53][C:52]([F:57])([F:56])[CH2:51]1, predict the reaction product. The product is: [Cl:1][C:2]1[C:10]2[N:6]([C:7]([CH2:14][CH2:15][O:16][CH3:17])=[CH:8][C:9]=2[C:11]([NH:48][CH2:49][C:50]2([OH:58])[CH2:55][CH2:54][CH2:53][C:52]([F:57])([F:56])[CH2:51]2)=[O:13])[CH:5]=[CH:4][CH:3]=1. (6) Given the reactants O1[C:5]2([CH2:10][CH2:9][CH:8]([N:11]3[C:19]4[C:18]([O:20][C:21]5[CH:26]=[CH:25][C:24]([O:27][C:28]6[CH:33]=[CH:32][CH:31]=[CH:30][CH:29]=6)=[CH:23][CH:22]=5)=[N:17][CH:16]=[N:15][C:14]=4[CH:13]=[CH:12]3)[CH2:7][CH2:6]2)[O:4]CC1.Cl, predict the reaction product. The product is: [O:27]([C:24]1[CH:25]=[CH:26][C:21]([O:20][C:18]2[C:19]3[N:11]([CH:8]4[CH2:9][CH2:10][C:5](=[O:4])[CH2:6][CH2:7]4)[CH:12]=[CH:13][C:14]=3[N:15]=[CH:16][N:17]=2)=[CH:22][CH:23]=1)[C:28]1[CH:33]=[CH:32][CH:31]=[CH:30][CH:29]=1. (7) Given the reactants Br[CH2:2][C:3]1[CH:4]=[C:5]([CH:8]=[C:9]([C:11]([F:14])([F:13])[F:12])[CH:10]=1)[C:6]#[N:7].CC#N.C([O-])([O-])=O.[K+].[K+].[CH3:24][N:25]1[CH2:30][CH2:29][NH:28][CH2:27][CH2:26]1, predict the reaction product. The product is: [CH3:24][N:25]1[CH2:30][CH2:29][N:28]([CH2:2][C:3]2[CH:4]=[C:5]([CH:8]=[C:9]([C:11]([F:14])([F:13])[F:12])[CH:10]=2)[C:6]#[N:7])[CH2:27][CH2:26]1.